From a dataset of Forward reaction prediction with 1.9M reactions from USPTO patents (1976-2016). Predict the product of the given reaction. Given the reactants [CH:1]([C:3]1[CH:14]=[CH:13][C:6]([C:7]([O:9][CH:10]([CH3:12])[CH3:11])=[O:8])=[CH:5][CH:4]=1)=O.[NH2:15][CH2:16][CH2:17][C:18]1[C:26]2[C:21](=[CH:22][CH:23]=[CH:24][CH:25]=2)[NH:20][CH:19]=1.[CH3:27][C:28]([CH2:30][C:31]([C:33](OC)=[O:34])=[O:32])=[O:29], predict the reaction product. The product is: [NH:20]1[C:21]2[C:26](=[CH:25][CH:24]=[CH:23][CH:22]=2)[C:18]([CH2:17][CH2:16][N:15]2[C:33](=[O:34])[C:31]([OH:32])=[C:30]([C:28](=[O:29])[CH3:27])[CH:1]2[C:3]2[CH:14]=[CH:13][C:6]([C:7]([O:9][CH:10]([CH3:12])[CH3:11])=[O:8])=[CH:5][CH:4]=2)=[CH:19]1.